This data is from Forward reaction prediction with 1.9M reactions from USPTO patents (1976-2016). The task is: Predict the product of the given reaction. (1) Given the reactants [NH:1]1[C:5](=[O:6])[CH2:4][CH:3]2[CH2:7][CH:8]3[C:13]([CH:12]=[CH:11][CH:10]=[CH:9]3)=[C:2]12.[Cl:14][C:15]1[CH:20]=[CH:19][C:18](I)=[CH:17][CH:16]=1.P([O-])([O-])([O-])=O.[K+].[K+].[K+], predict the reaction product. The product is: [Cl:14][C:15]1[CH:20]=[CH:19][C:18]([N:1]2[C:5](=[O:6])[CH2:4][CH:3]3[CH2:7][C:8]4[C:13]([CH:2]23)=[CH:12][CH:11]=[CH:10][CH:9]=4)=[CH:17][CH:16]=1. (2) Given the reactants ClB(Cl)Cl.[F:5][C:6]1[CH:11]=[CH:10][C:9]([C:12]2[O:13][C:14]3[CH:24]=[C:23]([CH2:25][C:26]([O:28][CH3:29])=[O:27])[C:22]([O:30]C(C)C)=[CH:21][C:15]=3[C:16]=2[C:17](=[O:20])[NH:18][CH3:19])=[CH:8][CH:7]=1, predict the reaction product. The product is: [F:5][C:6]1[CH:7]=[CH:8][C:9]([C:12]2[O:13][C:14]3[CH:24]=[C:23]([CH2:25][C:26]([O:28][CH3:29])=[O:27])[C:22]([OH:30])=[CH:21][C:15]=3[C:16]=2[C:17](=[O:20])[NH:18][CH3:19])=[CH:10][CH:11]=1. (3) Given the reactants [O:1]1[CH:5]=[CH:4][C:3]([CH:6]([OH:10])[CH2:7][NH:8][CH3:9])=[CH:2]1.C(N(CC)C(C)C)(C)C.[Cl:20][C:21]1[CH:43]=[CH:42][C:24]([CH2:25][NH:26][C:27]([C:29]2[C:30](=[O:41])[C:31]3[CH:38]=[C:37]([CH2:39]Cl)[S:36][C:32]=3[N:33]([CH3:35])[CH:34]=2)=[O:28])=[CH:23][CH:22]=1.O, predict the reaction product. The product is: [Cl:20][C:21]1[CH:43]=[CH:42][C:24]([CH2:25][NH:26][C:27]([C:29]2[C:30](=[O:41])[C:31]3[CH:38]=[C:37]([CH2:39][N:8]([CH2:7][CH:6]([C:3]4[CH:4]=[CH:5][O:1][CH:2]=4)[OH:10])[CH3:9])[S:36][C:32]=3[N:33]([CH3:35])[CH:34]=2)=[O:28])=[CH:23][CH:22]=1.